This data is from Reaction yield outcomes from USPTO patents with 853,638 reactions. The task is: Predict the reaction yield, written as a fraction of the theoretical maximum amount of product (1.0 means a 100% yield; for example, 0.34 means a 34% yield). (1) The reactants are [Cl:1][CH2:2][CH2:3][CH2:4][CH2:5][OH:6].[Si:7](Cl)([C:10]([CH3:13])([CH3:12])[CH3:11])([CH3:9])[CH3:8].N1C=CN=C1.CN(C)C=[O:23]. The catalyst is CCCCCC. The product is [Si:7]([O:6][CH:5]([OH:23])[CH2:4][CH2:3][CH2:2][Cl:1])([C:10]([CH3:13])([CH3:12])[CH3:11])([CH3:9])[CH3:8]. The yield is 0.560. (2) The reactants are [Cl:1][C:2]1[N:7]=[C:6]([S:8][CH2:9][CH2:10][CH3:11])[N:5]=[C:4]([NH:12][C@H:13]2[C@@H:17]3[O:18][C:19]([CH3:22])([CH3:21])[O:20][C@@H:16]3[C@@H:15]([O:23][CH2:24][CH2:25][OH:26])[CH2:14]2)[C:3]=1[N+:27]([O-])=O.C(O)(=O)C. The catalyst is [Fe].O.C(O)C. The product is [NH2:27][C:3]1[C:4]([NH:12][C@H:13]2[C@@H:17]3[O:18][C:19]([CH3:21])([CH3:22])[O:20][C@@H:16]3[C@@H:15]([O:23][CH2:24][CH2:25][OH:26])[CH2:14]2)=[N:5][C:6]([S:8][CH2:9][CH2:10][CH3:11])=[N:7][C:2]=1[Cl:1]. The yield is 0.930. (3) The reactants are [S:1]1[CH:5]=[CH:4][N:3]=[C:2]1[C:6]1([C:16]#[N:17])[CH2:15][CH2:14][C:9]2([O:13][CH2:12][CH2:11][O:10]2)[CH2:8][CH2:7]1.[Br:18]N1C(=O)CCC1=O. The catalyst is CN(C=O)C. The product is [Br:18][C:5]1[S:1][C:2]([C:6]2([C:16]#[N:17])[CH2:7][CH2:8][C:9]3([O:13][CH2:12][CH2:11][O:10]3)[CH2:14][CH2:15]2)=[N:3][CH:4]=1. The yield is 0.580. (4) The product is [I:20][C:3]#[C:2][CH2:1][N:4]1[C:16]2[CH:15]=[CH:14][CH:13]=[CH:12][C:11]=2[C:10]2[C:5]1=[CH:6][CH:7]=[CH:8][CH:9]=2. The catalyst is CO.O1CCCC1. The reactants are [CH2:1]([N:4]1[C:16]2[CH:15]=[CH:14][CH:13]=[CH:12][C:11]=2[C:10]2[C:5]1=[CH:6][CH:7]=[CH:8][CH:9]=2)[C:2]#[CH:3].O.[OH-].[Na+].[I:20]I. The yield is 0.650. (5) The reactants are [NH2:1][C@@H:2]([C@H:8]([OH:12])[CH:9]([CH3:11])[CH3:10])[C:3]([O:5]CC)=[O:4]. The catalyst is Cl. The product is [NH2:1][C@@H:2]([C@H:8]([OH:12])[CH:9]([CH3:11])[CH3:10])[C:3]([OH:5])=[O:4]. The yield is 0.810. (6) The reactants are [O:1]=[C:2]1[C@@H:8]([NH:9][C:10](=[O:16])[O:11][C:12]([CH3:15])([CH3:14])[CH3:13])[CH2:7][CH2:6][CH2:5][CH2:4][NH:3]1.[Cl:17][C:18]1[CH:19]=[C:20](B(O)O)[CH:21]=[CH:22][CH:23]=1. The catalyst is C(Cl)Cl.C([O-])(=O)C.[Cu+2].C([O-])(=O)C. The product is [Cl:17][C:18]1[CH:23]=[C:22]([N:3]2[CH2:4][CH2:5][CH2:6][CH2:7][C@H:8]([NH:9][C:10](=[O:16])[O:11][C:12]([CH3:13])([CH3:15])[CH3:14])[C:2]2=[O:1])[CH:21]=[CH:20][CH:19]=1. The yield is 0.101.